The task is: Predict the reactants needed to synthesize the given product.. This data is from Full USPTO retrosynthesis dataset with 1.9M reactions from patents (1976-2016). Given the product [C:1]([C:5]1[CH:10]=[CH:9][C:8]([N:11]2[CH:19]([OH:20])[C:18]3[CH:17]=[CH:16][N:15]=[C:14]([NH:23][CH2:24][C:25]4[CH:30]=[CH:29][N:28]=[CH:27][CH:26]=4)[C:13]=3[C:12]2=[O:22])=[CH:7][CH:6]=1)([CH3:4])([CH3:3])[CH3:2], predict the reactants needed to synthesize it. The reactants are: [C:1]([C:5]1[CH:10]=[CH:9][C:8]([N:11]2[CH:19]([OH:20])[C:18]3[CH:17]=[CH:16][N:15]=[C:14](F)[C:13]=3[C:12]2=[O:22])=[CH:7][CH:6]=1)([CH3:4])([CH3:3])[CH3:2].[NH2:23][CH2:24][C:25]1[CH:30]=[CH:29][N:28]=[CH:27][CH:26]=1.